Dataset: Full USPTO retrosynthesis dataset with 1.9M reactions from patents (1976-2016). Task: Predict the reactants needed to synthesize the given product. (1) The reactants are: [Cl:1][C:2]1[CH:12]=[C:11]([Cl:13])[CH:10]=[CH:9][C:3]=1[O:4][CH2:5][C:6]([OH:8])=O.[CH3:14][O:15][C:16](=[O:24])[C:17]1[CH:22]=[CH:21][C:20]([NH2:23])=[CH:19][CH:18]=1.F[P-](F)(F)(F)(F)F.N1(O[P+](N2CCCC2)(N2CCCC2)N2CCCC2)C2C=CC=CC=2N=N1. Given the product [CH3:14][O:15][C:16](=[O:24])[C:17]1[CH:22]=[CH:21][C:20]([NH:23][C:6](=[O:8])[CH2:5][O:4][C:3]2[CH:9]=[CH:10][C:11]([Cl:13])=[CH:12][C:2]=2[Cl:1])=[CH:19][CH:18]=1, predict the reactants needed to synthesize it. (2) Given the product [CH3:16][C:13]1([CH3:17])[C:12]2[C:7]3=[C:8]([C:24]4[CH:25]=[C:26]([C:30]5[CH:35]=[CH:34][CH:33]=[CH:32][CH:31]=5)[CH:27]=[CH:28][C:29]=4[N:6]3[C:5]3[CH:4]=[CH:3][C:2]([B:41]([OH:46])[OH:42])=[CH:15][C:14]1=3)[CH:9]=[C:10]([C:18]1[CH:19]=[CH:20][CH:21]=[CH:22][CH:23]=1)[CH:11]=2, predict the reactants needed to synthesize it. The reactants are: Br[C:2]1[CH:3]=[CH:4][C:5]2[N:6]3[C:29]4[CH:28]=[CH:27][C:26]([C:30]5[CH:35]=[CH:34][CH:33]=[CH:32][CH:31]=5)=[CH:25][C:24]=4[C:8]4[CH:9]=[C:10]([C:18]5[CH:23]=[CH:22][CH:21]=[CH:20][CH:19]=5)[CH:11]=[C:12]([C:13]([CH3:17])([CH3:16])[C:14]=2[CH:15]=1)[C:7]3=4.C([Li])CCC.[B:41]([O:46]C)(OC)[O:42]C. (3) Given the product [C:25]1([CH:33]=[CH:34][C:35]2[CH:41]=[CH:40][C:38]([OH:39])=[CH:37][CH:36]=2)[CH:32]=[C:30]([OH:31])[CH:29]=[C:27]([OH:28])[CH:26]=1.[CH2:1]([OH:23])[C@H:2]1[O:7][C@H:6]([O:8][C@:9]2([CH2:18][OH:19])[O:13][C@H:12]([CH2:14][OH:15])[C@@H:11]([OH:16])[C@@H:10]2[OH:17])[C@H:5]([OH:20])[C@@H:4]([OH:21])[C@@H:3]1[OH:22].[OH2:42], predict the reactants needed to synthesize it. The reactants are: [CH2:1]([OH:23])[C@H:2]1[O:7][C@H:6]([O:8][C@:9]2([CH2:18][OH:19])[O:13][C@H:12]([CH2:14][OH:15])[C@@H:11]([OH:16])[C@@H:10]2[OH:17])[C@H:5]([OH:20])[C@@H:4]([OH:21])[C@@H:3]1[OH:22].O.[C:25]1([CH:33]=[CH:34][C:35]2[CH:41]=[CH:40][C:38]([OH:39])=[CH:37][CH:36]=2)[CH:32]=[C:30]([OH:31])[CH:29]=[C:27]([OH:28])[CH:26]=1.[OH:42]CC([C@H]([C@@H]([C@@H](CO)O)O)O)=O.